Dataset: Forward reaction prediction with 1.9M reactions from USPTO patents (1976-2016). Task: Predict the product of the given reaction. (1) Given the reactants Cl[C:2]1[CH:7]=[CH:6][C:5]([N:8]2[C:12](=[O:13])[C:11]([C:14]3[CH:19]=[CH:18][CH:17]=[CH:16][CH:15]=3)=[C:10]([C:20]3[CH:25]=[CH:24][CH:23]=[CH:22][CH:21]=3)[C:9]2=[O:26])=[CH:4][CH:3]=1, predict the reaction product. The product is: [OH:13][CH:12]1[N:8]([C:5]2[CH:6]=[CH:7][CH:2]=[CH:3][CH:4]=2)[C:9](=[O:26])[C:10]([C:20]2[CH:21]=[CH:22][CH:23]=[CH:24][CH:25]=2)=[C:11]1[C:14]1[CH:19]=[CH:18][CH:17]=[CH:16][CH:15]=1. (2) Given the reactants [Br:1][C:2]1[CH:6]=[CH:5][S:4][C:3]=1[C:7]([NH:9][C:10]1[CH:15]=[CH:14][C:13]([O:16][CH3:17])=[C:12]([F:18])[C:11]=1[F:19])=[O:8].[C:20](O[C:20]([O:22][C:23]([CH3:26])([CH3:25])[CH3:24])=[O:21])([O:22][C:23]([CH3:26])([CH3:25])[CH3:24])=[O:21], predict the reaction product. The product is: [Br:1][C:2]1[CH:6]=[CH:5][S:4][C:3]=1[C:7]([N:9]([C:10]1[CH:15]=[CH:14][C:13]([O:16][CH3:17])=[C:12]([F:18])[C:11]=1[F:19])[C:20](=[O:21])[O:22][C:23]([CH3:26])([CH3:25])[CH3:24])=[O:8]. (3) Given the reactants [F:1][C:2]1[CH:3]=[CH:4][C:5]([N+:18]([O-])=O)=[C:6]([NH:8][CH:9]2[CH2:16][CH:15]3[CH:11]([CH2:12][C:13](=[O:17])[CH2:14]3)[CH2:10]2)[CH:7]=1.[C:21](OC(=O)C)(=O)[CH3:22], predict the reaction product. The product is: [F:1][C:2]1[CH:3]=[CH:4][C:5]2[N:18]=[C:21]([CH3:22])[N:8]([CH:9]3[CH2:16][CH:15]4[CH:11]([CH2:12][C:13](=[O:17])[CH2:14]4)[CH2:10]3)[C:6]=2[CH:7]=1. (4) Given the reactants [H-].[Al+3].[Li+].[H-].[H-].[H-].C([O:9][C:10]([C:12]1[CH:31]=[C:15]2[C:16](=[O:30])[NH:17][C:18]([C:20]3[CH:25]=[CH:24][C:23]([C:26]([CH3:29])([CH3:28])[CH3:27])=[CH:22][CH:21]=3)=[CH:19][N:14]2[N:13]=1)=O)C.Cl, predict the reaction product. The product is: [C:26]([C:23]1[CH:22]=[CH:21][C:20]([C:18]2[NH:17][C:16](=[O:30])[C:15]3[N:14]([N:13]=[C:12]([CH2:10][OH:9])[CH:31]=3)[CH:19]=2)=[CH:25][CH:24]=1)([CH3:29])([CH3:27])[CH3:28]. (5) Given the reactants [O-]P([O-])([O-])=O.[K+].[K+].[K+].[NH:9]1[CH2:14][CH2:13][CH2:12][CH2:11][CH2:10]1.I[C:16]1[CH:21]=[CH:20][CH:19]=[CH:18][CH:17]=1.C(O)CO, predict the reaction product. The product is: [C:16]1([N:9]2[CH2:14][CH2:13][CH2:12][CH2:11][CH2:10]2)[CH:21]=[CH:20][CH:19]=[CH:18][CH:17]=1. (6) Given the reactants [CH3:1][O:2][C:3]1[CH:8]=[CH:7][C:6]([N:9]2[C:17]3[CH:16]=[CH:15][N:14]=[CH:13][C:12]=3[N:11]=[C:10]2[CH2:18][C:19]#[N:20])=[CH:5][CH:4]=1.[N:21]([O-:23])=O.[Na+].[OH-].[Na+].[NH2:27]O, predict the reaction product. The product is: [CH3:1][O:2][C:3]1[CH:4]=[CH:5][C:6]([N:9]2[C:17]3[CH:16]=[CH:15][N:14]=[CH:13][C:12]=3[N:11]=[C:10]2[C:18]2[C:19]([NH2:27])=[N:20][O:23][N:21]=2)=[CH:7][CH:8]=1.